This data is from Forward reaction prediction with 1.9M reactions from USPTO patents (1976-2016). The task is: Predict the product of the given reaction. (1) Given the reactants [C:1]([O:4][C@@H:5]1[C@@H:18]([O:19][C:20](=[O:22])[CH3:21])[C@H:17]([O:23][C:24](=[O:26])[CH3:25])[CH2:16][S:15][C@H:6]1[O:7][C:8]1[CH:13]=[CH:12][CH:11]=[C:10](I)[CH:9]=1)(=[O:3])[CH3:2].[CH3:27][O:28][C:29]1[C:34](B(O)O)=[CH:33][CH:32]=[CH:31][N:30]=1, predict the reaction product. The product is: [C:1]([O:4][C@@H:5]1[C@@H:18]([O:19][C:20](=[O:22])[CH3:21])[C@H:17]([O:23][C:24](=[O:26])[CH3:25])[CH2:16][S:15][C@H:6]1[O:7][C:8]1[CH:13]=[CH:12][CH:11]=[C:10]([C:34]2[C:29]([O:28][CH3:27])=[N:30][CH:31]=[CH:32][CH:33]=2)[CH:9]=1)(=[O:3])[CH3:2]. (2) Given the reactants [CH3:1][O:2][C:3]([C:5]1[S:9][C:8]2[CH:10]=[C:11](Cl)[CH:12]=[CH:13][C:7]=2[C:6]=1[O:15][CH2:16][C:17]([O:19][C:20]([CH3:23])([CH3:22])[CH3:21])=[O:18])=[O:4].[CH3:24][O:25][C:26]1[CH:31]=[CH:30][C:29](B(O)O)=[CH:28][CH:27]=1.[F-].[K+], predict the reaction product. The product is: [CH3:1][O:2][C:3]([C:5]1[S:9][C:8]2[CH:10]=[C:11]([C:29]3[CH:30]=[CH:31][C:26]([O:25][CH3:24])=[CH:27][CH:28]=3)[CH:12]=[CH:13][C:7]=2[C:6]=1[O:15][CH2:16][C:17]([O:19][C:20]([CH3:23])([CH3:22])[CH3:21])=[O:18])=[O:4].